Task: Predict the product of the given reaction.. Dataset: Forward reaction prediction with 1.9M reactions from USPTO patents (1976-2016) (1) Given the reactants [CH2:1]([O:3][CH:4]([O:8][CH2:9][CH3:10])[C@@H:5]([NH2:7])[CH3:6])[CH3:2].[CH:11](=O)[C:12]1[CH:17]=[CH:16][CH:15]=[CH:14][CH:13]=1.C(O[BH-](OC(=O)C)OC(=O)C)(=O)C.[Na+], predict the reaction product. The product is: [CH2:11]([NH:7][C@@H:5]([CH3:6])[CH:4]([O:8][CH2:9][CH3:10])[O:3][CH2:1][CH3:2])[C:12]1[CH:17]=[CH:16][CH:15]=[CH:14][CH:13]=1. (2) Given the reactants [CH2:1]([O:5][CH2:6][CH2:7][O:8][C:9]1[CH:14]=[CH:13][C:12]([C:15]2[CH:16]=[CH:17][C:18]3[N:25]([CH2:26][CH:27]([CH3:29])[CH3:28])[CH2:24][CH2:23][CH2:22][C:21]([C:30]([NH:32][C:33]4[CH:38]=[CH:37][C:36]([S:39][CH2:40][C:41]5[N:42]([CH2:46][CH2:47][CH3:48])[CH:43]=[CH:44][N:45]=5)=[CH:35][CH:34]=4)=[O:31])=[CH:20][C:19]=3[CH:49]=2)=[CH:11][CH:10]=1)[CH2:2][CH2:3][CH3:4].ClC1C=CC=C(C(OO)=[O:58])C=1.CSC.O, predict the reaction product. The product is: [CH2:1]([O:5][CH2:6][CH2:7][O:8][C:9]1[CH:10]=[CH:11][C:12]([C:15]2[CH:16]=[CH:17][C:18]3[N:25]([CH2:26][CH:27]([CH3:28])[CH3:29])[CH2:24][CH2:23][CH2:22][C:21]([C:30]([NH:32][C:33]4[CH:34]=[CH:35][C:36]([S:39]([CH2:40][C:41]5[N:42]([CH2:46][CH2:47][CH3:48])[CH:43]=[CH:44][N:45]=5)=[O:58])=[CH:37][CH:38]=4)=[O:31])=[CH:20][C:19]=3[CH:49]=2)=[CH:13][CH:14]=1)[CH2:2][CH2:3][CH3:4]. (3) Given the reactants [CH3:1][C:2]1[CH:7]=[CH:6][CH:5]=[CH:4][C:3]=1[C:8]1[C:17]([NH:18]C(=O)OCC2C=CC=CC=2)=[CH:16][CH:15]=[C:14]2[C:9]=1[CH:10]=[CH:11][C:12]([N:29]1[CH2:34][CH2:33][O:32][CH2:31][CH2:30]1)=[N:13]2.[H][H], predict the reaction product. The product is: [CH3:1][C:2]1[CH:7]=[CH:6][CH:5]=[CH:4][C:3]=1[C:8]1[C:17]([NH2:18])=[CH:16][CH:15]=[C:14]2[C:9]=1[CH:10]=[CH:11][C:12]([N:29]1[CH2:34][CH2:33][O:32][CH2:31][CH2:30]1)=[N:13]2. (4) Given the reactants [NH2:1][C:2]1[C:7]([C:8]#[N:9])=[C:6]([N:10]2[CH2:15][CH2:14][CH:13]([C:16]3[N:17]([CH2:30][CH2:31][N:32]4[CH2:35][CH2:34][CH2:33]4)[CH:18]=[C:19]([C:21]4[CH:26]=[CH:25][C:24]([F:27])=[C:23]([O:28][CH3:29])[CH:22]=4)[N:20]=3)[CH2:12][CH2:11]2)[N:5]=[CH:4][N:3]=1.[OH:36]O.[OH-].[Na+], predict the reaction product. The product is: [NH2:1][C:2]1[C:7]([C:8]([NH2:9])=[O:36])=[C:6]([N:10]2[CH2:11][CH2:12][CH:13]([C:16]3[N:17]([CH2:30][CH2:31][N:32]4[CH2:33][CH2:34][CH2:35]4)[CH:18]=[C:19]([C:21]4[CH:26]=[CH:25][C:24]([F:27])=[C:23]([O:28][CH3:29])[CH:22]=4)[N:20]=3)[CH2:14][CH2:15]2)[N:5]=[CH:4][N:3]=1. (5) Given the reactants [CH3:1][O:2][C:3]1[CH:8]=[CH:7][C:6]([C:9]2[CH:14]=[CH:13][C:12]([C:15]([O:17][CH3:18])=[O:16])=[CH:11][C:10]=2[CH3:19])=[CH:5][C:4]=1[C:20]1[CH:25]=[CH:24][C:23]([C:26]([F:29])([F:28])[F:27])=[CH:22][C:21]=1[C@H:30]1[O:34][C:33](=[O:35])[NH:32][C@@H:31]1[CH3:36].[H-].[Na+].Br[CH2:40][C:41]1[CH:46]=[C:45]([C:47]([F:50])([F:49])[F:48])[CH:44]=[C:43]([C:51]([F:54])([F:53])[F:52])[CH:42]=1, predict the reaction product. The product is: [F:48][C:47]([F:49])([F:50])[C:45]1[CH:46]=[C:41]([CH:42]=[C:43]([C:51]([F:54])([F:52])[F:53])[CH:44]=1)[CH2:40][N:32]1[C@H:31]([CH3:36])[C@@H:30]([C:21]2[CH:22]=[C:23]([C:26]([F:27])([F:28])[F:29])[CH:24]=[CH:25][C:20]=2[C:4]2[CH:5]=[C:6]([C:9]3[CH:14]=[CH:13][C:12]([C:15]([O:17][CH3:18])=[O:16])=[CH:11][C:10]=3[CH3:19])[CH:7]=[CH:8][C:3]=2[O:2][CH3:1])[O:34][C:33]1=[O:35]. (6) The product is: [CH3:55][C:52]1[C:51]([CH3:56])=[C:50]([NH:49][C:48]([N:27]2[CH2:26][CH2:25][C:23]3([CH2:24][CH:21]([C:19]4[N:20]=[C:16]([C:12]5[CH:13]=[CH:14][CH:15]=[C:10]([C:9]([F:30])([F:8])[F:31])[CH:11]=5)[S:17][CH:18]=4)[CH2:22]3)[CH2:29][CH2:28]2)=[O:47])[O:54][N:53]=1. Given the reactants FC(F)(F)C(O)=O.[F:8][C:9]([F:31])([F:30])[C:10]1[CH:11]=[C:12]([C:16]2[S:17][CH:18]=[C:19]([CH:21]3[CH2:24][C:23]4([CH2:29][CH2:28][NH:27][CH2:26][CH2:25]4)[CH2:22]3)[N:20]=2)[CH:13]=[CH:14][CH:15]=1.CCN(C(C)C)C(C)C.C1([O:47][C:48](=O)[NH:49][C:50]2[O:54][N:53]=[C:52]([CH3:55])[C:51]=2[CH3:56])C=CC=CC=1, predict the reaction product. (7) Given the reactants C([O:14][CH2:15][C:16]([OH:18])=O)CCCCCCCCCC(C)C.CCCCCC[CH2:25][CH2:26][CH2:27][CH2:28][CH2:29][CH2:30][CH2:31][CH2:32][CH2:33][C:34]([O:36]C/C=C(/C=C/C=C(/C=C/C1C(C)(C)CCCC=1C)\C)\C)=[O:35].CC1CCCC(C)(C)C=1/C=C/C(/C)=C/C=C/C(/C)=C/[CH2:74][OH:75], predict the reaction product. The product is: [CH3:25][CH2:26][CH2:27][CH2:28][CH2:29][CH2:30][CH2:31][CH2:32][CH2:33][C:34]([OH:36])=[O:35].[CH3:27][CH2:28][CH2:29][CH2:30][CH2:31][CH2:32][CH2:33][C:34]([OH:36])=[O:35].[CH2:15]([OH:14])[CH:16]([OH:18])[CH2:74][OH:75]. (8) Given the reactants C(OC([N:8]1[CH2:14][CH2:13][CH2:12][N:11]([C:15]2[N:20]=[N:19][C:18]([C:21]([N:23]3[CH2:28][CH2:27][N:26]([S:29]([C:32]4[CH:41]=[CH:40][C:39]5[C:34](=[CH:35][CH:36]=[C:37]([Cl:42])[CH:38]=5)[CH:33]=4)(=[O:31])=[O:30])[CH2:25][CH2:24]3)=[O:22])=[CH:17][CH:16]=2)[CH2:10][CH2:9]1)=O)(C)(C)C.FC(F)(F)C(O)=O, predict the reaction product. The product is: [Cl:42][C:37]1[CH:38]=[C:39]2[C:34](=[CH:35][CH:36]=1)[CH:33]=[C:32]([S:29]([N:26]1[CH2:25][CH2:24][N:23]([C:21]([C:18]3[N:19]=[N:20][C:15]([N:11]4[CH2:12][CH2:13][CH2:14][NH:8][CH2:9][CH2:10]4)=[CH:16][CH:17]=3)=[O:22])[CH2:28][CH2:27]1)(=[O:30])=[O:31])[CH:41]=[CH:40]2.